From a dataset of Reaction yield outcomes from USPTO patents with 853,638 reactions. Predict the reaction yield, written as a fraction of the theoretical maximum amount of product (1.0 means a 100% yield; for example, 0.34 means a 34% yield). (1) The product is [CH2:3]([C:5]1[O:9][N:8]=[C:7]([C:10]([OH:12])=[O:11])[CH:6]=1)[CH3:4]. The reactants are [OH-].[Na+].[CH2:3]([C:5]1[O:9][N:8]=[C:7]([C:10]([O:12]CC)=[O:11])[CH:6]=1)[CH3:4]. The catalyst is O.CO. The yield is 0.580. (2) The reactants are [CH3:1][NH:2][C@H:3]1[CH2:8][CH2:7][C@H:6]([CH2:9][CH2:10][CH2:11][CH2:12][CH2:13][O:14][S:15]([CH3:18])(=[O:17])=[O:16])[CH2:5][CH2:4]1.FC(F)(F)C(O)=O.Cl[C:27]([O:29][C:30]1[CH:35]=[CH:34][C:33]([Cl:36])=[CH:32][CH:31]=1)=[O:28].CCN(C(C)C)C(C)C. The catalyst is O1CCOCC1. The product is [Cl:36][C:33]1[CH:34]=[CH:35][C:30]([O:29][C:27]([N:2]([CH3:1])[C@H:3]2[CH2:8][CH2:7][C@H:6]([CH2:9][CH2:10][CH2:11][CH2:12][CH2:13][O:14][S:15]([CH3:18])(=[O:17])=[O:16])[CH2:5][CH2:4]2)=[O:28])=[CH:31][CH:32]=1. The yield is 0.730. (3) The reactants are [Br:1][C:2]1[CH:16]=[CH:15][C:5]2[N:6]=[C:7]([NH:9][C:10]([NH:12][CH2:13][CH3:14])=[O:11])[S:8][C:4]=2[C:3]=1[OH:17].C(=O)([O-])[O-].[K+].[K+].[CH3:24][O:25][CH2:26][CH2:27][O:28][CH2:29][CH2:30]Br. The catalyst is CN(C=O)C. The product is [Br:1][C:2]1[CH:16]=[CH:15][C:5]2[N:6]=[C:7]([NH:9][C:10]([NH:12][CH2:13][CH3:14])=[O:11])[S:8][C:4]=2[C:3]=1[O:17][CH2:30][CH2:29][O:28][CH2:27][CH2:26][O:25][CH3:24]. The yield is 0.390. (4) The reactants are C1C=CC(P(C2C=CC=CC=2)C2C=CC=CC=2)=CC=1.CC(OC(/N=N/C(OC(C)C)=O)=O)C.Cl.[CH3:35][N:36]1[CH2:41][CH2:40][CH:39]([OH:42])[CH2:38][CH2:37]1.[C:43]([C:45]1[CH:46]=[C:47](O)[CH:48]=[CH:49][CH:50]=1)#[CH:44]. The catalyst is C(Cl)Cl. The product is [C:43]([C:45]1[CH:50]=[C:49]([CH:48]=[CH:47][CH:46]=1)[O:42][CH:39]1[CH2:40][CH2:41][N:36]([CH3:35])[CH2:37][CH2:38]1)#[CH:44]. The yield is 0.390.